From a dataset of Reaction yield outcomes from USPTO patents with 853,638 reactions. Predict the reaction yield, written as a fraction of the theoretical maximum amount of product (1.0 means a 100% yield; for example, 0.34 means a 34% yield). (1) The reactants are CS(Cl)(=O)=O.[CH2:6]([O:8][CH2:9][C@H:10]([NH:13][C:14](=[O:20])[O:15][C:16]([CH3:19])([CH3:18])[CH3:17])[CH2:11]O)[CH3:7].CCN(CC)CC.[N-:28]=[N+:29]=[N-:30].[Na+]. The catalyst is C(Cl)Cl.CCOC(C)=O.[I-].C([N+](CCCC)(CCCC)CCCC)CCC. The product is [N:28]([CH2:11][C@@H:10]([NH:13][C:14](=[O:20])[O:15][C:16]([CH3:19])([CH3:18])[CH3:17])[CH2:9][O:8][CH2:6][CH3:7])=[N+:29]=[N-:30]. The yield is 0.670. (2) The reactants are [Br:1][C:2]1[N:7]=[CH:6][C:5]([CH:8]=[O:9])=[CH:4][CH:3]=1.[CH2:10](O)[CH2:11][CH2:12][OH:13].C12(CS(O)(=O)=O)C(C)(C)C(CC1)CC2=O.O. The catalyst is C1(C)C=CC=CC=1. The product is [Br:1][C:2]1[CH:3]=[CH:4][C:5]([CH:8]2[O:13][CH2:12][CH2:11][CH2:10][O:9]2)=[CH:6][N:7]=1. The yield is 0.840. (3) The reactants are [Cl:1][C:2]([Cl:20])([Cl:19])[C:3]([N:5]1[CH2:10][CH2:9][CH:8]([C:11]2[CH:16]=[CH:15][CH:14]=[CH:13][C:12]=2[O:17][CH3:18])[CH2:7][CH2:6]1)=[O:4].[Cl:21][S:22](O)(=[O:24])=[O:23]. The catalyst is ClCCl. The product is [CH3:18][O:17][C:12]1[CH:13]=[CH:14][C:15]([S:22]([Cl:21])(=[O:24])=[O:23])=[CH:16][C:11]=1[CH:8]1[CH2:9][CH2:10][N:5]([C:3](=[O:4])[C:2]([Cl:1])([Cl:19])[Cl:20])[CH2:6][CH2:7]1. The yield is 0.937. (4) The reactants are [CH2:1]([O:3][C:4](=[O:16])[C:5]([CH2:11][C:12]([F:15])([F:14])[F:13])=[CH:6][C:7]([F:10])([F:9])[F:8])[CH3:2]. The catalyst is C1COCC1.[Pd]. The product is [CH2:1]([O:3][C:4](=[O:16])[CH:5]([CH2:11][C:12]([F:13])([F:14])[F:15])[CH2:6][C:7]([F:8])([F:10])[F:9])[CH3:2]. The yield is 1.00. (5) The reactants are [N:1]1[C:11]2[N:10]([C:12](=O)[CH2:13][C:14]#[N:15])[C:9]3[CH:17]=[CH:18][CH:19]=[CH:20][C:8]=3[CH2:7][CH2:6][C:5]=2[CH:4]=[CH:3][CH:2]=1.B.C1COCC1.Cl.[OH-].[Na+]. The catalyst is C1COCC1. The product is [N:1]1[C:11]2[N:10]([CH2:12][CH2:13][CH2:14][NH2:15])[C:9]3[CH:17]=[CH:18][CH:19]=[CH:20][C:8]=3[CH2:7][CH2:6][C:5]=2[CH:4]=[CH:3][CH:2]=1. The yield is 0.490. (6) The reactants are [OH:1][NH:2][C:3]([C:5]1[C:10]([CH3:11])=[CH:9][CH:8]=[CH:7][N:6]=1)=[NH:4].[Br:12][C:13]1[CH:21]=[C:17]([C:18](O)=O)[C:16]([OH:22])=[C:15]([O:23][CH3:24])[CH:14]=1. No catalyst specified. The product is [Br:12][C:13]1[CH:21]=[C:17]([C:18]2[O:1][N:2]=[C:3]([C:5]3[C:10]([CH3:11])=[CH:9][CH:8]=[CH:7][N:6]=3)[N:4]=2)[C:16]([OH:22])=[C:15]([O:23][CH3:24])[CH:14]=1. The yield is 0.0700. (7) The reactants are [C:1]1([C:10]2[CH:15]=[CH:14][CH:13]=[CH:12][CH:11]=2)[CH:6]=[CH:5][C:4]([CH2:7][CH2:8][NH2:9])=[CH:3][CH:2]=1.[Cl:16][C:17]1[CH:18]=[C:19]([CH:22]=[CH:23][C:24]=1[Cl:25])[CH:20]=O.C(O[BH-](OC(=O)C)OC(=O)C)(=O)C.[Na+]. The catalyst is C(O)C. The product is [C:1]1([C:10]2[CH:11]=[CH:12][CH:13]=[CH:14][CH:15]=2)[CH:2]=[CH:3][C:4]([CH2:7][CH2:8][NH:9][CH2:20][C:19]2[CH:22]=[CH:23][C:24]([Cl:25])=[C:17]([Cl:16])[CH:18]=2)=[CH:5][CH:6]=1. The yield is 0.530.